Task: Regression. Given a peptide amino acid sequence and an MHC pseudo amino acid sequence, predict their binding affinity value. This is MHC class II binding data.. Dataset: Peptide-MHC class II binding affinity with 134,281 pairs from IEDB (1) The MHC is H-2-IAb with pseudo-sequence H-2-IAb. The binding affinity (normalized) is 0.0745. The peptide sequence is LKGSETTVTERIFRE. (2) The peptide sequence is AQAVYDFRSIVDYLR. The MHC is HLA-DQA10501-DQB10301 with pseudo-sequence HLA-DQA10501-DQB10301. The binding affinity (normalized) is 0.0549. (3) The peptide sequence is FKAAVAAAANAPPAD. The MHC is DRB1_1101 with pseudo-sequence DRB1_1101. The binding affinity (normalized) is 0.433. (4) The peptide sequence is LQPETFAVVDLNKMR. The MHC is HLA-DPA10201-DPB10501 with pseudo-sequence HLA-DPA10201-DPB10501. The binding affinity (normalized) is 0.355. (5) The peptide sequence is YDKFLANVSTQLTGK. The MHC is DRB1_0101 with pseudo-sequence DRB1_0101. The binding affinity (normalized) is 0.864. (6) The MHC is DRB1_0401 with pseudo-sequence DRB1_0401. The peptide sequence is QNSYSTEWSPCSVT. The binding affinity (normalized) is 0.625. (7) The peptide sequence is YRIAARPGAVTRRAA. The MHC is DRB1_0802 with pseudo-sequence DRB1_0802. The binding affinity (normalized) is 0.115.